From a dataset of NCI-60 drug combinations with 297,098 pairs across 59 cell lines. Regression. Given two drug SMILES strings and cell line genomic features, predict the synergy score measuring deviation from expected non-interaction effect. (1) Drug 1: C1=CC(=CC=C1CC(C(=O)O)N)N(CCCl)CCCl.Cl. Drug 2: CC1=C(C(CCC1)(C)C)C=CC(=CC=CC(=CC(=O)O)C)C. Cell line: HCC-2998. Synergy scores: CSS=9.73, Synergy_ZIP=-0.744, Synergy_Bliss=2.00, Synergy_Loewe=-1.28, Synergy_HSA=-1.80. (2) Drug 1: C1=CC(=CC=C1CCC2=CNC3=C2C(=O)NC(=N3)N)C(=O)NC(CCC(=O)O)C(=O)O. Drug 2: CCCS(=O)(=O)NC1=C(C(=C(C=C1)F)C(=O)C2=CNC3=C2C=C(C=N3)C4=CC=C(C=C4)Cl)F. Cell line: LOX IMVI. Synergy scores: CSS=51.5, Synergy_ZIP=-7.33, Synergy_Bliss=-8.68, Synergy_Loewe=-3.51, Synergy_HSA=-2.67.